Dataset: Reaction yield outcomes from USPTO patents with 853,638 reactions. Task: Predict the reaction yield, written as a fraction of the theoretical maximum amount of product (1.0 means a 100% yield; for example, 0.34 means a 34% yield). (1) The product is [Br:7][CH2:8][CH2:9][CH2:10][O:11][C:12]1[C:13]2[B:20]([OH:21])[O:24][CH:23]([CH2:6][N+:3]([O-:5])=[O:4])[C:14]=2[CH:17]=[CH:18][CH:19]=1. The reactants are [OH-].[Na+].[N+:3]([CH3:6])([O-:5])=[O:4].[Br:7][CH2:8][CH2:9][CH2:10][O:11][C:12]1[C:13]([B:20]2[O:24][C:23](C)(C)C(C)(C)[O:21]2)=[C:14]([CH:17]=[CH:18][CH:19]=1)C=O.Cl. The catalyst is C1COCC1.O.[Cl-].[Na+].O.O.CCOC(C)=O. The yield is 0.670. (2) The reactants are [NH2:1][C:2]1[CH:7]=[C:6]([Cl:8])[N:5]=[C:4]([C:9]([O:11][CH3:12])=[O:10])[C:3]=1[O:13][CH3:14].S(Cl)([Cl:18])(=O)=O.C(=O)(O)[O-].[Na+].[Na+].[Cl-]. The catalyst is CC#N.CCOC(C)=O. The product is [NH2:1][C:2]1[C:7]([Cl:18])=[C:6]([Cl:8])[N:5]=[C:4]([C:9]([O:11][CH3:12])=[O:10])[C:3]=1[O:13][CH3:14]. The yield is 0.800. (3) The reactants are Cl[C:2]1[CH:7]=[CH:6][N:5]=[C:4]([NH2:8])[CH:3]=1.[CH3:9][O:10][C:11]1[CH:31]=[CH:30][C:14]([CH2:15][N:16]2[CH:20]=[C:19](B3OC(C)(C)C(C)(C)O3)[CH:18]=[N:17]2)=[CH:13][CH:12]=1.C(=O)([O-])[O-].[Na+].[Na+]. The catalyst is O1CCOCC1.O. The product is [CH3:9][O:10][C:11]1[CH:12]=[CH:13][C:14]([CH2:15][N:16]2[CH:20]=[C:19]([C:2]3[CH:7]=[CH:6][N:5]=[C:4]([NH2:8])[CH:3]=3)[CH:18]=[N:17]2)=[CH:30][CH:31]=1. The yield is 0.400. (4) The reactants are [CH3:1][O:2][CH2:3][CH2:4][O:5][CH2:6][C:7]([C:10]1[CH:15]=[CH:14][C:13]([NH2:16])=[CH:12][CH:11]=1)([CH3:9])[CH3:8].[N+:17]([O-])([O-:19])=[O:18].[K+]. The catalyst is OS(O)(=O)=O. The product is [CH3:1][O:2][CH2:3][CH2:4][O:5][CH2:6][C:7]([C:10]1[CH:15]=[CH:14][C:13]([NH2:16])=[CH:12][C:11]=1[N+:17]([O-:19])=[O:18])([CH3:9])[CH3:8]. The yield is 0.710. (5) The reactants are Cl.[C:2]([NH2:5])(=[NH:4])[CH3:3].C[O-].[Na+].[C:9]([C:11]1[CH:16]=[CH:15][CH:14]=[CH:13][C:12]=1[C:17]1[CH:22]=[CH:21][C:20]([CH2:23][CH:24]([C:29](=O)[CH2:30][CH2:31][CH2:32][CH3:33])[C:25](OC)=[O:26])=[C:19]([F:35])[CH:18]=1)#[N:10].O. The catalyst is CO. The product is [CH2:30]([C:29]1[N:4]=[C:2]([CH3:3])[NH:5][C:25](=[O:26])[C:24]=1[CH2:23][C:20]1[CH:21]=[CH:22][C:17]([C:12]2[C:11]([C:9]#[N:10])=[CH:16][CH:15]=[CH:14][CH:13]=2)=[CH:18][C:19]=1[F:35])[CH2:31][CH2:32][CH3:33]. The yield is 0.690. (6) The reactants are Br[C:2]1[C:7]([CH3:8])=[CH:6][CH:5]=[CH:4][N:3]=1.[OH:9][CH2:10][C:11]1[CH:16]=[CH:15][C:14](B(O)O)=[CH:13][CH:12]=1.C(=O)([O-])[O-].[Na+].[Na+]. The catalyst is C1(C)C=CC=CC=1.C1C=CC([P]([Pd]([P](C2C=CC=CC=2)(C2C=CC=CC=2)C2C=CC=CC=2)([P](C2C=CC=CC=2)(C2C=CC=CC=2)C2C=CC=CC=2)[P](C2C=CC=CC=2)(C2C=CC=CC=2)C2C=CC=CC=2)(C2C=CC=CC=2)C2C=CC=CC=2)=CC=1. The product is [CH3:8][C:7]1[C:2]([C:14]2[CH:15]=[CH:16][C:11]([CH2:10][OH:9])=[CH:12][CH:13]=2)=[N:3][CH:4]=[CH:5][CH:6]=1. The yield is 0.470. (7) The reactants are [O:1]1[C:5]2[CH:6]=[CH:7][C:8]([C:10]3([C:13]([NH:15][C:16]4[CH:17]=[C:18]([C:23]5[CH:28]=[CH:27][C:26]([CH2:29][OH:30])=[CH:25][CH:24]=5)[C:19]([CH3:22])=[CH:20][CH:21]=4)=[O:14])[CH2:12][CH2:11]3)=[CH:9][C:4]=2[O:3][CH2:2]1.[C:31]1(C)C=CC(S(O)(=O)=O)=CC=1.CO. The catalyst is C1(C)C=CC=CC=1. The product is [O:1]1[C:5]2[CH:6]=[CH:7][C:8]([C:10]3([C:13]([NH:15][C:16]4[CH:17]=[C:18]([C:23]5[CH:24]=[CH:25][C:26]([CH2:29][O:30][CH3:31])=[CH:27][CH:28]=5)[C:19]([CH3:22])=[CH:20][CH:21]=4)=[O:14])[CH2:11][CH2:12]3)=[CH:9][C:4]=2[O:3][CH2:2]1. The yield is 0.230.